This data is from NCI-60 drug combinations with 297,098 pairs across 59 cell lines. The task is: Regression. Given two drug SMILES strings and cell line genomic features, predict the synergy score measuring deviation from expected non-interaction effect. (1) Drug 1: CC1=C2C(C(=O)C3(C(CC4C(C3C(C(C2(C)C)(CC1OC(=O)C(C(C5=CC=CC=C5)NC(=O)OC(C)(C)C)O)O)OC(=O)C6=CC=CC=C6)(CO4)OC(=O)C)O)C)O. Drug 2: CN(C(=O)NC(C=O)C(C(C(CO)O)O)O)N=O. Cell line: HOP-92. Synergy scores: CSS=0.436, Synergy_ZIP=4.50, Synergy_Bliss=-1.47, Synergy_Loewe=-3.18, Synergy_HSA=-2.77. (2) Drug 1: CC1=C(C=C(C=C1)NC2=NC=CC(=N2)N(C)C3=CC4=NN(C(=C4C=C3)C)C)S(=O)(=O)N.Cl. Drug 2: CCCCC(=O)OCC(=O)C1(CC(C2=C(C1)C(=C3C(=C2O)C(=O)C4=C(C3=O)C=CC=C4OC)O)OC5CC(C(C(O5)C)O)NC(=O)C(F)(F)F)O. Cell line: OVCAR-4. Synergy scores: CSS=4.78, Synergy_ZIP=-2.03, Synergy_Bliss=-0.572, Synergy_Loewe=0.867, Synergy_HSA=1.04. (3) Drug 1: CCC1=CC2CC(C3=C(CN(C2)C1)C4=CC=CC=C4N3)(C5=C(C=C6C(=C5)C78CCN9C7C(C=CC9)(C(C(C8N6C)(C(=O)OC)O)OC(=O)C)CC)OC)C(=O)OC.C(C(C(=O)O)O)(C(=O)O)O. Drug 2: C1CN(CCN1C(=O)CCBr)C(=O)CCBr. Cell line: SK-MEL-5. Synergy scores: CSS=31.7, Synergy_ZIP=-1.24, Synergy_Bliss=0.856, Synergy_Loewe=-22.1, Synergy_HSA=0.958. (4) Drug 1: C1=CN(C(=O)N=C1N)C2C(C(C(O2)CO)O)O.Cl. Drug 2: CN1C(=O)N2C=NC(=C2N=N1)C(=O)N. Cell line: HCC-2998. Synergy scores: CSS=36.2, Synergy_ZIP=1.53, Synergy_Bliss=0.672, Synergy_Loewe=-28.5, Synergy_HSA=-1.52. (5) Drug 1: C1CCN(CC1)CCOC2=CC=C(C=C2)C(=O)C3=C(SC4=C3C=CC(=C4)O)C5=CC=C(C=C5)O. Drug 2: C1=NNC2=C1C(=O)NC=N2. Cell line: SK-MEL-5. Synergy scores: CSS=-3.25, Synergy_ZIP=5.99, Synergy_Bliss=7.15, Synergy_Loewe=-2.34, Synergy_HSA=-1.00. (6) Drug 1: C1=CC=C(C=C1)NC(=O)CCCCCCC(=O)NO. Drug 2: CS(=O)(=O)OCCCCOS(=O)(=O)C. Cell line: CAKI-1. Synergy scores: CSS=33.1, Synergy_ZIP=-10.0, Synergy_Bliss=-3.18, Synergy_Loewe=-0.627, Synergy_HSA=0.0787. (7) Drug 1: CC12CCC(CC1=CCC3C2CCC4(C3CC=C4C5=CN=CC=C5)C)O. Drug 2: CC1C(C(CC(O1)OC2CC(CC3=C2C(=C4C(=C3O)C(=O)C5=C(C4=O)C(=CC=C5)OC)O)(C(=O)C)O)N)O.Cl. Cell line: MCF7. Synergy scores: CSS=37.6, Synergy_ZIP=3.24, Synergy_Bliss=8.61, Synergy_Loewe=-10.1, Synergy_HSA=8.48.